This data is from Forward reaction prediction with 1.9M reactions from USPTO patents (1976-2016). The task is: Predict the product of the given reaction. (1) Given the reactants [Br:1][C:2]1[N:7]=[CH:6][C:5]([OH:8])=[CH:4][CH:3]=1.CS(O[CH:14]([CH:16]1[CH2:21][CH2:20][N:19]([C:22]([O:24][CH2:25][C:26]2[CH:31]=[CH:30][CH:29]=[CH:28][CH:27]=2)=[O:23])[CH2:18][CH2:17]1)[CH3:15])(=O)=O.C([O-])([O-])=O.[K+].[K+].O, predict the reaction product. The product is: [Br:1][C:2]1[N:7]=[CH:6][C:5]([O:8][CH:14]([CH:16]2[CH2:17][CH2:18][N:19]([C:22]([O:24][CH2:25][C:26]3[CH:27]=[CH:28][CH:29]=[CH:30][CH:31]=3)=[O:23])[CH2:20][CH2:21]2)[CH3:15])=[CH:4][CH:3]=1. (2) Given the reactants [F:1][C:2]1[CH:9]=[CH:8][C:5]([CH:6]=[O:7])=[CH:4][N:3]=1.[CH2:10](O)[CH2:11][OH:12].C1(C)C=CC(S(O)(=O)=O)=CC=1, predict the reaction product. The product is: [O:7]1[CH2:10][CH2:11][O:12][CH:6]1[C:5]1[CH:8]=[CH:9][C:2]([F:1])=[N:3][CH:4]=1. (3) Given the reactants C(O[CH:4](OCC)[CH2:5][Br:6])C.Br.[Br:11][C:12]1[C:13]([NH2:19])=[N:14][C:15](Br)=[CH:16][N:17]=1, predict the reaction product. The product is: [Br:11][C:12]1[N:17]2[CH:16]=[CH:15][N:14]=[C:4]2[C:5]([Br:6])=[N:19][CH:13]=1. (4) Given the reactants [Cl:1][C:2]1[CH:3]=[N:4][C:5]2[N:6]([N:8]=[C:9]([C:11]([OH:13])=O)[CH:10]=2)[CH:7]=1.[Cl:14][C:15]1[O:23][C:22]2[CH2:21][CH2:20][NH:19][N:18]([CH3:24])[C:17]=2[CH:16]=1, predict the reaction product. The product is: [Cl:14][C:15]1[O:23][C:22]2[CH2:21][CH2:20][N:19]([C:11]([C:9]3[CH:10]=[C:5]4[N:4]=[CH:3][C:2]([Cl:1])=[CH:7][N:6]4[N:8]=3)=[O:13])[N:18]([CH3:24])[C:17]=2[CH:16]=1.